From a dataset of Forward reaction prediction with 1.9M reactions from USPTO patents (1976-2016). Predict the product of the given reaction. Given the reactants CCN(C(C)C)C(C)C.[Br:10][C:11]1[CH:19]=[CH:18][C:14]([C:15]([OH:17])=O)=[CH:13][CH:12]=1.CN(C(ON1N=NC2C=CC=CC1=2)=[N+](C)C)C.[B-](F)(F)(F)F.[CH3:42][NH:43][C@@H:44]([CH3:51])[CH2:45][N:46]1[CH2:49][CH:48]([OH:50])[CH2:47]1, predict the reaction product. The product is: [Br:10][C:11]1[CH:12]=[CH:13][C:14]([C:15]([N:43]([C@@H:44]([CH3:51])[CH2:45][N:46]2[CH2:49][CH:48]([OH:50])[CH2:47]2)[CH3:42])=[O:17])=[CH:18][CH:19]=1.